From a dataset of Reaction yield outcomes from USPTO patents with 853,638 reactions. Predict the reaction yield, written as a fraction of the theoretical maximum amount of product (1.0 means a 100% yield; for example, 0.34 means a 34% yield). (1) The reactants are [N+:1]([O-:9])([O:3][CH2:4][CH2:5][CH2:6][CH2:7][OH:8])=[O:2].[CH3:10][O:11][C:12]1[CH:22]=[N:21][C:20]2[S:19][CH2:18][CH2:17][N:16]([CH2:23][C:24]3[CH:32]=[CH:31][C:27]([C:28](O)=[O:29])=[CH:26][CH:25]=3)[CH2:15][C:14]=2[CH:13]=1. The catalyst is C(Cl)Cl. The product is [CH3:10][O:11][C:12]1[CH:22]=[N:21][C:20]2[S:19][CH2:18][CH2:17][N:16]([CH2:23][C:24]3[CH:32]=[CH:31][C:27]([C:28]([O:8][CH2:7][CH2:6][CH2:5][CH2:4][O:3][N+:1]([O-:9])=[O:2])=[O:29])=[CH:26][CH:25]=3)[CH2:15][C:14]=2[CH:13]=1. The yield is 0.220. (2) The reactants are [CH:1]([C:4]1[N:5]([C:15]2[CH:20]=[CH:19][C:18]([O:21]C)=[CH:17][CH:16]=2)[C:6]2[C:11]([C:12]=1[C:13]#[N:14])=[CH:10][CH:9]=[CH:8][CH:7]=2)([CH3:3])[CH3:2].B(Br)(Br)Br.CO. The catalyst is C(Cl)Cl. The product is [OH:21][C:18]1[CH:19]=[CH:20][C:15]([N:5]2[C:6]3[C:11](=[CH:10][CH:9]=[CH:8][CH:7]=3)[C:12]([C:13]#[N:14])=[C:4]2[CH:1]([CH3:3])[CH3:2])=[CH:16][CH:17]=1. The yield is 0.390. (3) The reactants are [Cl:1][C:2]1[CH:18]=[CH:17][C:5]2[CH2:6][CH2:7][N:8]([C:11](=[O:16])[C:12]([F:15])([F:14])[F:13])[CH2:9][CH2:10][C:4]=2[C:3]=1OS(C(F)(F)F)(=O)=O.[NH2:27][CH2:28][C:29]1[CH:30]=[N:31][C:32]([O:35][CH2:36][C:37](=[O:42])[C:38]([CH3:41])([CH3:40])[CH3:39])=[CH:33][CH:34]=1. No catalyst specified. The product is [Cl:1][C:2]1[CH:18]=[CH:17][C:5]2[CH2:6][CH2:7][N:8]([C:11](=[O:16])[C:12]([F:15])([F:14])[F:13])[CH2:9][CH2:10][C:4]=2[C:3]=1[NH:27][CH2:28][C:29]1[CH:30]=[N:31][C:32]([O:35][CH2:36][C:37](=[O:42])[C:38]([CH3:40])([CH3:39])[CH3:41])=[CH:33][CH:34]=1. The yield is 0.500. (4) The reactants are [Br:1][C:2]1[CH:3]=[CH:4][C:5]([O:16][CH2:17][CH2:18][CH2:19][N:20]([CH3:22])[CH3:21])=[C:6]([C:8]2[CH:13]=[C:12](Cl)[N:11]=[C:10]([NH2:15])[N:9]=2)[CH:7]=1.[Cl:23][C:24]1[CH:29]=[CH:28][C:27]([NH2:30])=[CH:26][CH:25]=1. No catalyst specified. The product is [Br:1][C:2]1[CH:3]=[CH:4][C:5]([O:16][CH2:17][CH2:18][CH2:19][N:20]([CH3:22])[CH3:21])=[C:6]([C:8]2[N:9]=[C:10]([NH2:15])[N:11]=[C:12]([NH:30][C:27]3[CH:28]=[CH:29][C:24]([Cl:23])=[CH:25][CH:26]=3)[CH:13]=2)[CH:7]=1. The yield is 0.550. (5) The reactants are C([O:4][C:5]1[CH:13]=[CH:12][C:11]([Cl:14])=[CH:10][C:6]=1[C:7](Cl)=[O:8])(=O)C.C(N(CC)CC)C.[NH2:22][C:23]1[CH:28]=[CH:27][N:26]=[CH:25][C:24]=1[Cl:29]. The catalyst is C(Cl)(Cl)Cl. The product is [Cl:14][C:11]1[CH:12]=[CH:13][C:5]([OH:4])=[C:6]([CH:10]=1)[C:7]([NH:22][C:23]1[CH:28]=[CH:27][N:26]=[CH:25][C:24]=1[Cl:29])=[O:8]. The yield is 0.0290. (6) The reactants are [Cl:1][C:2]1[CH:3]=[C:4]([CH2:9][OH:10])[CH:5]=[N:6][C:7]=1Cl.[C:11]1(B(O)O)[CH:16]=[CH:15][CH:14]=[CH:13][CH:12]=1.C([O-])([O-])=O.[K+].[K+].C(OCC)(=O)C. The catalyst is O.C(COC)OC.[Pd].C1(P(C2C=CC=CC=2)C2C=CC=CC=2)C=CC=CC=1.C1(P(C2C=CC=CC=2)C2C=CC=CC=2)C=CC=CC=1.C1(P(C2C=CC=CC=2)C2C=CC=CC=2)C=CC=CC=1.C1(P(C2C=CC=CC=2)C2C=CC=CC=2)C=CC=CC=1. The product is [Cl:1][C:2]1[CH:3]=[C:4]([CH2:9][OH:10])[CH:5]=[N:6][C:7]=1[C:11]1[CH:16]=[CH:15][CH:14]=[CH:13][CH:12]=1. The yield is 0.970. (7) The reactants are [OH-].[Na+].[Br:3][C:4]1[C:12]2[C:7](=[N:8][CH:9]=[C:10]([C:13]3[CH:14]=[C:15]([CH:20]=[CH:21][C:22]=3[CH3:23])[C:16]([O:18]C)=[O:17])[CH:11]=2)[O:6][C:5]=1[C:24]1[CH:29]=[CH:28][C:27]([F:30])=[CH:26][CH:25]=1. The catalyst is CO.C1COCC1.CCOC(C)=O. The product is [Br:3][C:4]1[C:12]2[C:7](=[N:8][CH:9]=[C:10]([C:13]3[CH:14]=[C:15]([CH:20]=[CH:21][C:22]=3[CH3:23])[C:16]([OH:18])=[O:17])[CH:11]=2)[O:6][C:5]=1[C:24]1[CH:25]=[CH:26][C:27]([F:30])=[CH:28][CH:29]=1. The yield is 0.970.